The task is: Predict the reactants needed to synthesize the given product.. This data is from Full USPTO retrosynthesis dataset with 1.9M reactions from patents (1976-2016). The reactants are: [CH3:1][O:2][C:3]1[CH:8]=[CH:7][N:6]=[C:5]([CH2:9][CH2:10][C:11]2[NH:20][C:14]3=[N:15][CH:16]=[C:17](I)[CH:18]=[C:13]3[N:12]=2)[CH:4]=1.[CH2:21]([O:28][C:29]1[CH:34]=[CH:33][C:32](B(O)O)=[CH:31][C:30]=1[F:38])[C:22]1[CH:27]=[CH:26][CH:25]=[CH:24][CH:23]=1.C(=O)([O-])[O-].[K+].[K+].[Cl-].[Li+]. Given the product [CH3:1][O:2][C:3]1[CH:8]=[CH:7][N:6]=[C:5]([CH2:9][CH2:10][C:11]2[N:20]([C:32]3[CH:33]=[CH:34][C:29]([O:28][CH2:21][C:22]4[CH:23]=[CH:24][CH:25]=[CH:26][CH:27]=4)=[C:30]([F:38])[CH:31]=3)[C:14]3=[N:15][CH:16]=[CH:17][CH:18]=[C:13]3[N:12]=2)[CH:4]=1, predict the reactants needed to synthesize it.